This data is from Reaction yield outcomes from USPTO patents with 853,638 reactions. The task is: Predict the reaction yield, written as a fraction of the theoretical maximum amount of product (1.0 means a 100% yield; for example, 0.34 means a 34% yield). The reactants are N([CH2:3][C:4]([OH:6])=[O:5])C.[CH:7]1([C:13]([O:15][CH:16]([O:20]C(ON2C(=O)CCC2=O)=O)[CH:17]([CH3:19])[CH3:18])=[O:14])[CH2:12][CH2:11][CH2:10][CH2:9][CH2:8]1.[C:31](#[N:33])[CH3:32].[OH2:34]. No catalyst specified. The product is [CH:7]1([C:13]([O:15][CH:16]([O:20][N:33]([CH2:3][C:4]([OH:6])=[O:5])[C:31]([CH3:32])=[O:34])[CH:17]([CH3:18])[CH3:19])=[O:14])[CH2:8][CH2:9][CH2:10][CH2:11][CH2:12]1. The yield is 0.160.